The task is: Predict the reaction yield, written as a fraction of the theoretical maximum amount of product (1.0 means a 100% yield; for example, 0.34 means a 34% yield).. This data is from Reaction yield outcomes from USPTO patents with 853,638 reactions. (1) The reactants are [O:1]1[C:6]2[CH:7]=[CH:8][C:9]([NH2:11])=[CH:10][C:5]=2[O:4][CH2:3][CH2:2]1.B(Cl)(Cl)Cl.[Cl:16][CH2:17][C:18]#N.[Cl-].[Ga+3].[Cl-].[Cl-].[OH2:24]. The catalyst is ClCCl. The product is [NH2:11][C:9]1[C:8]([C:18](=[O:24])[CH2:17][Cl:16])=[CH:7][C:6]2[O:1][CH2:2][CH2:3][O:4][C:5]=2[CH:10]=1. The yield is 0.860. (2) The reactants are [BH4-].[Na+].CO.[CH3:5][O:6][C:7](=[O:32])[CH2:8][CH2:9][CH2:10]/[CH:11]=[CH:12]\[CH2:13][N:14]1[CH:19](/[CH:20]=[CH:21]/[C:22](=[O:30])[CH2:23][C:24]2[CH:29]=[CH:28][CH:27]=[CH:26][CH:25]=2)[CH2:18][CH2:17][CH2:16][C:15]1=[O:31]. The catalyst is C(Cl)Cl. The product is [CH3:5][O:6][C:7](=[O:32])[CH2:8][CH2:9][CH2:10]/[CH:11]=[CH:12]\[CH2:13][N:14]1[C:15](=[O:31])[CH2:16][CH2:17][CH2:18][CH:19]1/[CH:20]=[CH:21]/[CH:22]([OH:30])[CH2:23][C:24]1[CH:29]=[CH:28][CH:27]=[CH:26][CH:25]=1. The yield is 0.620. (3) The reactants are [N+:1]([C:4]1[CH:9]=[CH:8][C:7]([C@@H:10]([CH3:14])[C:11](O)=[O:12])=[CH:6][CH:5]=1)([O-:3])=[O:2].CSC.B.B. The catalyst is C1COCC1. The product is [N+:1]([C:4]1[CH:5]=[CH:6][C:7]([C@@H:10]([CH3:14])[CH2:11][OH:12])=[CH:8][CH:9]=1)([O-:3])=[O:2]. The yield is 0.960. (4) The reactants are [CH:1]([O:6][CH3:7])([O:4][CH3:5])OC.[OH:8][C:9]1[C:16]([C:17]([F:20])([F:19])[F:18])=[CH:15][CH:14]=[CH:13][C:10]=1C=O.C(=O)([O-])O.[Na+].C(N(C(C)C)CC)(C)C.[CH3:35][O:36][CH2:37]Cl. The catalyst is CO.C12(CS(O)(=O)=O)C(C)(C)C(CC1)CC2=O.O. The product is [CH3:7][O:6][CH:1]([O:4][CH3:5])[C:10]1[CH:13]=[CH:14][CH:15]=[C:16]([C:17]([F:18])([F:19])[F:20])[C:9]=1[O:8][CH2:35][O:36][CH3:37]. The yield is 0.930. (5) The reactants are [NH2:1][CH2:2][CH:3]=[CH:4][C:5]1[NH:6][C:7](=[O:29])[C:8]2[C:9]3[N:18]([CH3:19])[C:17]([NH:20][C:21]4[CH:26]=[CH:25][C:24]([F:27])=[CH:23][C:22]=4[CH3:28])=[N:16][C:10]=3[CH:11]=[CH:12][C:13]=2[C:14]=1[CH3:15].[CH3:30][P:31]1(=[O:40])[CH2:36][CH2:35][CH:34]([C:37](O)=[O:38])[CH2:33][CH2:32]1.CN(C(ON1N=NC2C=CC=NC1=2)=[N+](C)C)C.F[P-](F)(F)(F)(F)F. The catalyst is C(N(CC)CC)C.CN(C)C=O. The product is [F:27][C:24]1[CH:25]=[CH:26][C:21]([NH:20][C:17]2[N:18]([CH3:19])[C:9]3[C:8]4[C:7](=[O:29])[NH:6][C:5]([CH:4]=[CH:3][CH2:2][NH:1][C:37]([CH:34]5[CH2:35][CH2:36][P:31]([CH3:30])(=[O:40])[CH2:32][CH2:33]5)=[O:38])=[C:14]([CH3:15])[C:13]=4[CH:12]=[CH:11][C:10]=3[N:16]=2)=[C:22]([CH3:28])[CH:23]=1. The yield is 0.260. (6) The reactants are C(=O)([O-])[O-].[Na+].[Na+].Cl[C:8]1[C:9]([CH:14]2[CH2:17][N:16]([C:18]3[N:27]=[CH:26][C:25]4[C:20](=[CH:21][CH:22]=[CH:23][CH:24]=4)[N:19]=3)[CH2:15]2)=[N:10][CH:11]=[CH:12][N:13]=1.[Cl:28][C:29]1[CH:34]=[CH:33][C:32](B(O)O)=[CH:31][CH:30]=1. The catalyst is O1CCOCC1.Cl[Pd](Cl)([P](C1C=CC=CC=1)(C1C=CC=CC=1)C1C=CC=CC=1)[P](C1C=CC=CC=1)(C1C=CC=CC=1)C1C=CC=CC=1. The product is [Cl:28][C:29]1[CH:34]=[CH:33][C:32]([C:8]2[C:9]([CH:14]3[CH2:17][N:16]([C:18]4[N:27]=[CH:26][C:25]5[C:20](=[CH:21][CH:22]=[CH:23][CH:24]=5)[N:19]=4)[CH2:15]3)=[N:10][CH:11]=[CH:12][N:13]=2)=[CH:31][CH:30]=1. The yield is 0.640. (7) The reactants are [CH3:1][NH:2][S:3]([C:6]1[CH:11]=[CH:10][C:9]([NH2:12])=[CH:8][CH:7]=1)(=[O:5])=[O:4].Cl.CCO[CH2:17][CH3:18].N#CN.[CH3:22][N:23]1[C:27]([C:28]2[CH:33]=[CH:32][N:31]=[C:30](NC3C=CC(S(=O)(=O)N)=CC=3)[N:29]=2)=[CH:26][N:25]=C1.C[O-].[Na+].C(=O)([O-])O.[Na+]. The catalyst is CO.C(#N)C.CC(N(C)C)=O. The product is [CH3:22][N:23]1[C:27]([C:28]2[CH:33]=[CH:32][N:31]=[C:30]([NH:12][C:9]3[CH:10]=[CH:11][C:6]([S:3](=[O:4])(=[O:5])[NH:2][CH3:1])=[CH:7][CH:8]=3)[N:29]=2)=[CH:26][N:25]=[C:17]1[CH3:18]. The yield is 0.200. (8) The reactants are [NH2:1][C:2]1[CH:3]=[C:4]([CH:21]=[CH:22][CH:23]=1)[O:5][C:6]1[CH:7]=[CH:8][C:9]2[N:10]([CH:12]=[C:13]([NH:15][C:16]([CH:18]3[CH2:20][CH2:19]3)=[O:17])[N:14]=2)[N:11]=1.[NH:24]1[C:28]([C:29](O)=[O:30])=[CH:27][CH:26]=[N:25]1.ON1C2C=CC=CC=2N=N1.Cl.CN(C)CCCN=C=NCC.C(N(CC)CC)C. The catalyst is O.CN(C)C=O. The product is [CH:18]1([C:16]([NH:15][C:13]2[N:14]=[C:9]3[CH:8]=[CH:7][C:6]([O:5][C:4]4[CH:3]=[C:2]([NH:1][C:29]([C:28]5[NH:24][N:25]=[CH:26][CH:27]=5)=[O:30])[CH:23]=[CH:22][CH:21]=4)=[N:11][N:10]3[CH:12]=2)=[O:17])[CH2:20][CH2:19]1. The yield is 0.210. (9) The reactants are [CH3:1][C:2]1[N:7]=[C:6]2[S:8][C:9]3[CH2:14][CH2:13][CH2:12][CH2:11][C:10]=3[C:5]2=[C:4]([C:15]2[CH:20]=[CH:19][C:18]([Cl:21])=[C:17]([Cl:22])[CH:16]=2)[C:3]=1[CH2:23][C:24]([O:26][CH3:27])=[O:25].[Li+].C[Si]([N-][Si](C)(C)C)(C)C.[CH2:38]1[CH2:42]OC[CH2:39]1.ICCC. The catalyst is CN(C=O)C. The product is [CH3:1][C:2]1[N:7]=[C:6]2[S:8][C:9]3[CH2:14][CH2:13][CH2:12][CH2:11][C:10]=3[C:5]2=[C:4]([C:15]2[CH:20]=[CH:19][C:18]([Cl:21])=[C:17]([Cl:22])[CH:16]=2)[C:3]=1[CH:23]([CH2:39][CH2:38][CH3:42])[C:24]([O:26][CH3:27])=[O:25]. The yield is 0.820. (10) The reactants are Cl.[Cl:2][C:3]1[CH:8]=[CH:7][C:6]([C:9]2[N:14]=[C:13]([C:15](O)=[O:16])[CH:12]=[CH:11][C:10]=2[C:18]2[CH:23]=[CH:22][CH:21]=[CH:20][C:19]=2[Cl:24])=[CH:5][C:4]=1[O:25][CH2:26][CH2:27][CH2:28][N:29]([CH3:31])[CH3:30].ON1C(=O)CCC1=O.CCN=C=NCCCN(C)C.Cl.CCN(C(C)C)C(C)C.[NH2:61][C@H:62]([C:71]([CH3:74])([CH3:73])[CH3:72])[CH2:63][C:64]([O:66]C(C)(C)C)=[O:65].Cl. The catalyst is CN(C=O)C.C(O)=O. The product is [ClH:2].[Cl:2][C:3]1[CH:8]=[CH:7][C:6]([C:9]2[N:14]=[C:13]([C:15]([NH:61][C@H:62]([C:71]([CH3:74])([CH3:73])[CH3:72])[CH2:63][C:64]([OH:66])=[O:65])=[O:16])[CH:12]=[CH:11][C:10]=2[C:18]2[CH:23]=[CH:22][CH:21]=[CH:20][C:19]=2[Cl:24])=[CH:5][C:4]=1[O:25][CH2:26][CH2:27][CH2:28][N:29]([CH3:31])[CH3:30]. The yield is 0.590.